This data is from Peptide-MHC class II binding affinity with 134,281 pairs from IEDB. The task is: Regression. Given a peptide amino acid sequence and an MHC pseudo amino acid sequence, predict their binding affinity value. This is MHC class II binding data. (1) The peptide sequence is MCHATLTYRMLEPTR. The MHC is HLA-DQA10501-DQB10402 with pseudo-sequence HLA-DQA10501-DQB10402. The binding affinity (normalized) is 0.631. (2) The peptide sequence is IYECKGVTVKDVTIT. The MHC is DRB1_0301 with pseudo-sequence DRB1_0301. The binding affinity (normalized) is 0.0751. (3) The binding affinity (normalized) is 0.767. The MHC is DRB1_1302 with pseudo-sequence DRB1_1302. The peptide sequence is SSKLNKFISPKSVIG. (4) The peptide sequence is AQMNQAFRNIVNMLH. The MHC is DRB1_1302 with pseudo-sequence DRB1_1302. The binding affinity (normalized) is 0.773. (5) The peptide sequence is ISPNSVFSQWRVVCESLEEYD. The MHC is DRB1_1101 with pseudo-sequence DRB1_1101. The binding affinity (normalized) is 0.161. (6) The peptide sequence is YDKFLANVSTVLAGK. The MHC is DRB1_0701 with pseudo-sequence DRB1_0701. The binding affinity (normalized) is 0.692. (7) The peptide sequence is QAGNNLMMIEQYPYV. The MHC is HLA-DPA10201-DPB11401 with pseudo-sequence HLA-DPA10201-DPB11401. The binding affinity (normalized) is 0.0553.